From a dataset of Catalyst prediction with 721,799 reactions and 888 catalyst types from USPTO. Predict which catalyst facilitates the given reaction. (1) The catalyst class is: 3. Product: [NH2:45][C:43](=[O:44])[CH2:42][C:37]1[CH:38]=[CH:39][CH:40]=[CH:41][C:36]=1[NH:35][C:5](=[O:7])[C:4]1[CH:8]=[CH:9][CH:10]=[C:2]([Br:1])[CH:3]=1. Reactant: [Br:1][C:2]1[CH:3]=[C:4]([CH:8]=[CH:9][CH:10]=1)[C:5]([OH:7])=O.CN(C(ON1N=NC2C=CC=NC1=2)=[N+](C)C)C.F[P-](F)(F)(F)(F)F.[NH2:35][C:36]1[CH:41]=[CH:40][CH:39]=[CH:38][C:37]=1[CH2:42][C:43]([NH2:45])=[O:44]. (2) Product: [CH3:3][CH:2]([C:4]1[N:8]([CH2:9][CH2:10][C@@H:11]([OH:19])[CH2:12][C@@H:13]([OH:18])[CH2:14][C:15]([OH:17])=[O:16])[C:7]([C:20]2[CH:25]=[CH:24][C:23]([F:26])=[CH:22][CH:21]=2)=[C:6]([C:27]2[CH:32]=[CH:31][CH:30]=[CH:29][CH:28]=2)[C:5]=1[C:33]([NH:35][C:36]1[CH:41]=[CH:40][CH:39]=[CH:38][CH:37]=1)=[O:34])[CH3:1]. Reactant: [CH3:1][CH:2]([C:4]1[N:8]([CH2:9][CH2:10][C@@H:11]([OH:19])[CH2:12][C@@H:13]([OH:18])[CH2:14][C:15]([O-:17])=[O:16])[C:7]([C:20]2[CH:21]=[CH:22][C:23]([F:26])=[CH:24][CH:25]=2)=[C:6]([C:27]2[CH:28]=[CH:29][CH:30]=[CH:31][CH:32]=2)[C:5]=1[C:33]([NH:35][C:36]1[CH:37]=[CH:38][CH:39]=[CH:40][CH:41]=1)=[O:34])[CH3:3].[CH3:3][CH:2]([C:4]1[N:8]([CH2:9][CH2:10][C@@H:11]([OH:19])[CH2:12][C@@H:13]([OH:18])[CH2:14][C:15]([O-:17])=[O:16])[C:7]([C:20]2[CH:25]=[CH:24][C:23]([F:26])=[CH:22][CH:21]=2)=[C:6]([C:27]2[CH:32]=[CH:31][CH:30]=[CH:29][CH:28]=2)[C:5]=1[C:33]([NH:35][C:36]1[CH:41]=[CH:40][CH:39]=[CH:38][CH:37]=1)=[O:34])[CH3:1].[Ca+2].CCCCCCC.CC(O)C. The catalyst class is: 7.